Predict the product of the given reaction. From a dataset of Forward reaction prediction with 1.9M reactions from USPTO patents (1976-2016). (1) Given the reactants [F:1][CH:2]([F:25])[O:3][C:4]1[CH:24]=[CH:23][C:7]2[NH:8][C:9]([S:11][CH2:12][C:13]3[C:18]([O:19][CH3:20])=[C:17]([O:21][CH3:22])[CH:16]=[CH:15][N:14]=3)=[N:10][C:6]=2[CH:5]=1.C([O-])([O-])=[O:27].[Na+].[Na+].[O-]S([O-])(=S)=O.[Na+].[Na+].C(O)(=O)C, predict the reaction product. The product is: [CH3:22][O:21][C:17]1[CH:16]=[CH:15][N:14]=[C:13]([CH2:12][S+:11]([O-:27])[C:9]2[NH:8][C:7]3[CH:23]=[CH:24][C:4]([O:3][CH:2]([F:1])[F:25])=[CH:5][C:6]=3[N:10]=2)[C:18]=1[O:19][CH3:20]. (2) The product is: [Br:19][C:20]1[CH:21]=[N:22][CH:23]=[C:24]([Br:26])[C:25]=1[CH2:28][CH2:29][CH2:30][O:31][CH2:32][C:33]1[CH:38]=[CH:37][CH:36]=[CH:35][CH:34]=1. Given the reactants C(NC(C)C)(C)C.C([Li])CCC.CCCCCC.[Br:19][C:20]1[CH:21]=[N:22][CH:23]=[C:24]([Br:26])[CH:25]=1.Br[CH2:28][CH2:29][CH2:30][O:31][CH2:32][C:33]1[CH:38]=[CH:37][CH:36]=[CH:35][CH:34]=1, predict the reaction product. (3) Given the reactants [Br:1][C:2]1[CH:10]=[C:9]2[C:5]([C:6]([CH3:28])=[CH:7][N:8]2[S:11]([C:14]2[CH:19]=[CH:18][C:17]([O:20][CH3:21])=[C:16]([N:22]3[CH2:27][CH2:26][NH:25][CH2:24][CH2:23]3)[CH:15]=2)(=[O:13])=[O:12])=[CH:4][CH:3]=1.[C:29]([BH3-])#N.[Na+].C=O, predict the reaction product. The product is: [Br:1][C:2]1[CH:10]=[C:9]2[C:5]([C:6]([CH3:28])=[CH:7][N:8]2[S:11]([C:14]2[CH:19]=[CH:18][C:17]([O:20][CH3:21])=[C:16]([N:22]3[CH2:23][CH2:24][N:25]([CH3:29])[CH2:26][CH2:27]3)[CH:15]=2)(=[O:13])=[O:12])=[CH:4][CH:3]=1. (4) Given the reactants CS(O)(=O)=O.[NH2:6][CH2:7][C:8]1[CH:9]=[C:10]2[C:14](=[CH:15][CH:16]=1)[C:13](=[O:17])[N:12]([CH:18]1[CH2:23][CH2:22][C:21](=[O:24])[NH:20][C:19]1=[O:25])[CH2:11]2.[C:26]([C:30]1[CH:38]=[CH:37][C:33]([C:34](Cl)=[O:35])=[CH:32][CH:31]=1)([CH3:29])([CH3:28])[CH3:27].Cl, predict the reaction product. The product is: [C:26]([C:30]1[CH:31]=[CH:32][C:33]([C:34]([NH:6][CH2:7][C:8]2[CH:9]=[C:10]3[C:14](=[CH:15][CH:16]=2)[C:13](=[O:17])[N:12]([CH:18]2[CH2:23][CH2:22][C:21](=[O:24])[NH:20][C:19]2=[O:25])[CH2:11]3)=[O:35])=[CH:37][CH:38]=1)([CH3:29])([CH3:27])[CH3:28].